Dataset: Forward reaction prediction with 1.9M reactions from USPTO patents (1976-2016). Task: Predict the product of the given reaction. (1) Given the reactants [CH2:1]([O:3][C:4]1[CH:25]=[CH:24][CH:23]=[CH:22][C:5]=1[O:6][C@@H:7]1[CH2:12][CH2:11][CH2:10][N:9]([C:13]2[N:18]=[CH:17][C:16]([C:19](O)=[O:20])=[CH:15][N:14]=2)[CH2:8]1)[CH3:2].Cl.[NH2:27][CH2:28][C:29]1[CH:30]=[C:31]([CH:36]=[CH:37][C:38]=1[O:39][CH3:40])[C:32]([O:34]C)=[O:33].CN(C(ON1N=NC2C=CC=NC1=2)=[N+](C)C)C.F[P-](F)(F)(F)(F)F.[Li+].[OH-], predict the reaction product. The product is: [CH2:1]([O:3][C:4]1[CH:25]=[CH:24][CH:23]=[CH:22][C:5]=1[O:6][C@@H:7]1[CH2:12][CH2:11][CH2:10][N:9]([C:13]2[N:18]=[CH:17][C:16]([C:19]([NH:27][CH2:28][C:29]3[CH:30]=[C:31]([CH:36]=[CH:37][C:38]=3[O:39][CH3:40])[C:32]([OH:34])=[O:33])=[O:20])=[CH:15][N:14]=2)[CH2:8]1)[CH3:2]. (2) Given the reactants [Cl:1][C:2]1[C:7]([C:8]#[N:9])=[CH:6][C:5]([C:10]2[C:19]3[C:14](=[CH:15][C:16]([S:20](OC4C(F)=C(F)C(F)=C(F)C=4F)(=[O:22])=[O:21])=[CH:17][CH:18]=3)[CH:13]=[CH:12][N:11]=2)=[C:4]([O:35][CH3:36])[CH:3]=1.[S:37]1[CH:41]=[N:40][N:39]=[C:38]1[NH2:42].C(=O)([O-])[O-].[Cs+].[Cs+].C(#N)C, predict the reaction product. The product is: [Cl:1][C:2]1[C:7]([C:8]#[N:9])=[CH:6][C:5]([C:10]2[C:19]3[C:14](=[CH:15][C:16]([S:20]([NH:42][C:38]4[S:37][CH:41]=[N:40][N:39]=4)(=[O:21])=[O:22])=[CH:17][CH:18]=3)[CH:13]=[CH:12][N:11]=2)=[C:4]([O:35][CH3:36])[CH:3]=1. (3) Given the reactants [NH2:1][NH2:2].Cl[C:4]1[N:9]=[CH:8][C:7]([S:10]([NH:13][C:14]2[CH:19]=[C:18]([F:20])[CH:17]=[C:16]([F:21])[CH:15]=2)(=[O:12])=[O:11])=[CH:6][C:5]=1[C:22]#[N:23], predict the reaction product. The product is: [NH2:23][C:22]1[C:5]2[C:4](=[N:9][CH:8]=[C:7]([S:10]([NH:13][C:14]3[CH:15]=[C:16]([F:21])[CH:17]=[C:18]([F:20])[CH:19]=3)(=[O:12])=[O:11])[CH:6]=2)[NH:2][N:1]=1. (4) Given the reactants [OH:1][C@@H:2]([CH3:6])[C:3](O)=[O:4].C(N1C=CN=C1)(N1C=CN=C1)=O.Cl.[NH2:20][C@H:21]1[CH2:26][CH2:25][C@H:24]([NH:27][C:28](=[O:42])[C:29]2[CH:34]=[CH:33][C:32]([C:35]3[CH:40]=[CH:39][CH:38]=[C:37]([F:41])[CH:36]=3)=[N:31][CH:30]=2)[CH2:23][CH2:22]1.C(NC(C)C)(C)C, predict the reaction product. The product is: [F:41][C:37]1[CH:36]=[C:35]([C:32]2[CH:33]=[CH:34][C:29]([C:28]([NH:27][C@H:24]3[CH2:23][CH2:22][C@H:21]([NH:20][C:3](=[O:4])[C@@H:2]([OH:1])[CH3:6])[CH2:26][CH2:25]3)=[O:42])=[CH:30][N:31]=2)[CH:40]=[CH:39][CH:38]=1. (5) Given the reactants Cl.[NH2:2][C@H:3]1[CH2:8][CH2:7][C@H:6]([NH:9][C:10]([C:12]2[C:16]3=[N:17][CH:18]=[CH:19][C:20]([C:21]4[CH:26]=[C:25]([F:27])[CH:24]=[CH:23][C:22]=4[O:28][CH2:29][CH:30]4[CH2:32][CH2:31]4)=[C:15]3[NH:14][C:13]=2[CH3:33])=[O:11])[CH2:5][CH2:4]1.[CH3:34][O:35][CH2:36][C:37](Cl)=[O:38], predict the reaction product. The product is: [CH:30]1([CH2:29][O:28][C:22]2[CH:23]=[CH:24][C:25]([F:27])=[CH:26][C:21]=2[C:20]2[CH:19]=[CH:18][N:17]=[C:16]3[C:12]([C:10]([NH:9][C@H:6]4[CH2:7][CH2:8][C@H:3]([NH:2][C:37](=[O:38])[CH2:36][O:35][CH3:34])[CH2:4][CH2:5]4)=[O:11])=[C:13]([CH3:33])[NH:14][C:15]=23)[CH2:31][CH2:32]1. (6) The product is: [CH2:15]([O:17][C:18]([C:20]1([CH2:34][O:14][C:11]2[CH:12]=[N:13][C:8]([C:5]3[CH:4]=[CH:3][C:2]([Cl:1])=[CH:7][CH:6]=3)=[CH:9][CH:10]=2)[CH2:24][CH2:23][N:22]([C:25](=[O:33])[C:26]2[CH:27]=[CH:28][C:29]([Cl:32])=[CH:30][CH:31]=2)[CH2:21]1)=[O:19])[CH3:16]. Given the reactants [Cl:1][C:2]1[CH:7]=[CH:6][C:5]([C:8]2[N:13]=[CH:12][C:11]([OH:14])=[CH:10][CH:9]=2)=[CH:4][CH:3]=1.[CH2:15]([O:17][C:18]([C:20]1([CH2:34]I)[CH2:24][CH2:23][N:22]([C:25](=[O:33])[C:26]2[CH:31]=[CH:30][C:29]([Cl:32])=[CH:28][CH:27]=2)[CH2:21]1)=[O:19])[CH3:16], predict the reaction product.